Dataset: Choline transporter screen with 302,306 compounds. Task: Binary Classification. Given a drug SMILES string, predict its activity (active/inactive) in a high-throughput screening assay against a specified biological target. (1) The molecule is Oc1c2c3n(CCCc3ccc2)c(=O)c1CCCC. The result is 0 (inactive). (2) The drug is O1C(CCC1)CNC(=O)c1noc(c1)c1ccc(cc1)C. The result is 0 (inactive). (3) The result is 0 (inactive). The molecule is O=c1n2CCCc2nc2c1ccc(c2)C(=O)N(Cc1ccc(OC)cc1)C. (4) The drug is S(c1n(CCN2CCOCC2)c(=O)c2c(n1)cc(cc2)C(OC)=O)CC(OCC)=O. The result is 0 (inactive). (5) The compound is s1c(C(=O)Nc2c(c(ccc2)C(OC)=O)C)ccc1. The result is 0 (inactive). (6) The drug is O(CC(=O)N1CCCCC1)c1ccc(C2NC(=O)NC(=C2C(OC)=O)C)cc1. The result is 0 (inactive). (7) The molecule is O1CCN(C(CNC(=O)C(=O)NCc2ccccc2)c2occc2)CC1. The result is 0 (inactive). (8) The drug is O(C(C(=O)N(c1ccccc1)C)C)C(=O)CNC(=O)c1cc(cc(c1)C)C. The result is 0 (inactive). (9) The molecule is S=C(N1CCN(CC1)C)NC(CC(=O)c1ccccc1)c1ccccc1. The result is 0 (inactive).